Dataset: Merck oncology drug combination screen with 23,052 pairs across 39 cell lines. Task: Regression. Given two drug SMILES strings and cell line genomic features, predict the synergy score measuring deviation from expected non-interaction effect. (1) Drug 2: Cn1nnc2c(C(N)=O)ncn2c1=O. Cell line: ZR751. Drug 1: CCN(CC)CCNC(=O)c1c(C)[nH]c(C=C2C(=O)Nc3ccc(F)cc32)c1C. Synergy scores: synergy=-20.7. (2) Drug 1: Cn1nnc2c(C(N)=O)ncn2c1=O. Drug 2: Cn1cc(-c2cnn3c(N)c(Br)c(C4CCCNC4)nc23)cn1. Cell line: NCIH1650. Synergy scores: synergy=-12.7. (3) Drug 2: O=c1[nH]cc(F)c(=O)[nH]1. Drug 1: CN1C(=O)C=CC2(C)C3CCC4(C)C(NC(=O)OCC(F)(F)F)CCC4C3CCC12. Cell line: A2058. Synergy scores: synergy=2.48. (4) Drug 1: CC(=O)OC1C(=O)C2(C)C(O)CC3OCC3(OC(C)=O)C2C(OC(=O)c2ccccc2)C2(O)CC(OC(=O)C(O)C(NC(=O)c3ccccc3)c3ccccc3)C(C)=C1C2(C)C. Drug 2: CCN(CC)CCNC(=O)c1c(C)[nH]c(C=C2C(=O)Nc3ccc(F)cc32)c1C. Cell line: A2780. Synergy scores: synergy=0.100. (5) Drug 1: COC1CC2CCC(C)C(O)(O2)C(=O)C(=O)N2CCCCC2C(=O)OC(C(C)CC2CCC(OP(C)(C)=O)C(OC)C2)CC(=O)C(C)C=C(C)C(O)C(OC)C(=O)C(C)CC(C)C=CC=CC=C1C. Drug 2: CCc1cnn2c(NCc3ccc[n+]([O-])c3)cc(N3CCCCC3CCO)nc12. Cell line: PA1. Synergy scores: synergy=3.30.